This data is from Full USPTO retrosynthesis dataset with 1.9M reactions from patents (1976-2016). The task is: Predict the reactants needed to synthesize the given product. (1) Given the product [CH2:17]([O:19][CH:20]([O:1][CH2:2][CH2:3][O:4][C:5]1[C:12]([O:13][CH3:14])=[CH:11][C:8]([CH:9]=[O:10])=[CH:7][C:6]=1[O:15][CH3:16])[CH3:21])[CH3:18], predict the reactants needed to synthesize it. The reactants are: [OH:1][CH2:2][CH2:3][O:4][C:5]1[C:12]([O:13][CH3:14])=[CH:11][C:8]([CH:9]=[O:10])=[CH:7][C:6]=1[O:15][CH3:16].[CH:17]([O:19][CH2:20][CH3:21])=[CH2:18].CC1C=CC(S([O-])(=O)=O)=CC=1.C1C=C[NH+]=CC=1.C(=O)([O-])O.[Na+].OCCOC1C(OC)=CC(OC)=CC=1C=O. (2) Given the product [Br:2][C:3]1[C:4]([S:10]([NH2:1])(=[O:12])=[O:11])=[C:5]([Cl:9])[S:6][C:7]=1[Cl:8], predict the reactants needed to synthesize it. The reactants are: [NH3:1].[Br:2][C:3]1[C:4]([S:10](Cl)(=[O:12])=[O:11])=[C:5]([Cl:9])[S:6][C:7]=1[Cl:8]. (3) Given the product [CH2:15]([N:11]1[C:12](=[O:14])[CH:13]2[CH:9]([C:8]2([C:4]2[CH:3]=[C:2]([NH:1][S:32]([CH3:31])(=[O:34])=[O:33])[CH:7]=[CH:6][CH:5]=2)[CH2:23][CH3:24])[C:10]1=[O:22])[C:16]1[CH:17]=[CH:18][CH:19]=[CH:20][CH:21]=1, predict the reactants needed to synthesize it. The reactants are: [NH2:1][C:2]1[CH:3]=[C:4]([C:8]2([CH2:23][CH3:24])[CH:13]3[CH:9]2[C:10](=[O:22])[N:11]([CH2:15][C:16]2[CH:21]=[CH:20][CH:19]=[CH:18][CH:17]=2)[C:12]3=[O:14])[CH:5]=[CH:6][CH:7]=1.N1C=CC=CC=1.[CH3:31][S:32](Cl)(=[O:34])=[O:33]. (4) Given the product [O:1]=[C:2]1[NH:6][C:5]2[CH:7]=[CH:8][C:9]([C:11]([OH:13])=[O:12])=[CH:10][C:4]=2[O:3]1, predict the reactants needed to synthesize it. The reactants are: [O:1]=[C:2]1[NH:6][C:5]2[CH:7]=[CH:8][C:9]([C:11]([O:13]CC)=[O:12])=[CH:10][C:4]=2[O:3]1.[Li+].[OH-]. (5) Given the product [OH:10][CH2:9][CH2:8][CH2:7][N:1]1[CH2:6][CH2:5][N:4]([C:11]([O:13][C:14]([CH3:17])([CH3:16])[CH3:15])=[O:12])[CH2:3][CH2:2]1, predict the reactants needed to synthesize it. The reactants are: [N:1]1([CH2:7][CH2:8][CH2:9][OH:10])[CH2:6][CH2:5][NH:4][CH2:3][CH2:2]1.[C:11](O[C:11]([O:13][C:14]([CH3:17])([CH3:16])[CH3:15])=[O:12])([O:13][C:14]([CH3:17])([CH3:16])[CH3:15])=[O:12]. (6) Given the product [Br:1][C:2]1[CH:3]=[CH:4][C:5]([F:32])=[C:6]([C:8]2([CH:29]([F:31])[F:30])[NH:13][C:12](=[O:26])[C:11]([CH3:28])([CH3:27])[O:10][CH2:9]2)[CH:7]=1, predict the reactants needed to synthesize it. The reactants are: [Br:1][C:2]1[CH:3]=[CH:4][C:5]([F:32])=[C:6]([C:8]2([CH:29]([F:31])[F:30])[N:13](S(C3C=CC=CC=3[N+]([O-])=O)(=O)=O)[C:12](=[O:26])[C:11]([CH3:28])([CH3:27])[O:10][CH2:9]2)[CH:7]=1.C(O)(=O)CS.C(=O)([O-])[O-].[K+].[K+]. (7) Given the product [CH2:18]([O:22][C:23]1[CH:28]=[CH:27][C:26]([S:29]([NH:6][CH:5]([CH:7]([CH3:9])[CH3:8])[C:4]([O:3][CH3:2])=[O:10])(=[O:31])=[O:30])=[CH:25][CH:24]=1)[CH:19]=[C:20]=[CH2:21], predict the reactants needed to synthesize it. The reactants are: Cl.[CH3:2][O:3][C:4](=[O:10])[CH:5]([CH:7]([CH3:9])[CH3:8])[NH2:6].C(N(CC)CC)C.[CH2:18]([O:22][C:23]1[CH:28]=[CH:27][C:26]([S:29](Cl)(=[O:31])=[O:30])=[CH:25][CH:24]=1)[CH:19]=[C:20]=[CH2:21].